From a dataset of Tox21: 12 toxicity assays (nuclear receptors and stress response pathways). Binary classification across 12 toxicity assays. (1) The drug is O=[N+]([O-])c1cccc2cccnc12. It tested positive (active) for: NR-AhR (Aryl hydrocarbon Receptor agonist activity), and SR-ARE (Antioxidant Response Element (oxidative stress)). (2) The drug is C=CCc1cc(S(=O)(=O)c2ccc(O)c(CC=C)c2)ccc1O. It tested positive (active) for: NR-AhR (Aryl hydrocarbon Receptor agonist activity), NR-Aromatase (Aromatase enzyme inhibition), and SR-MMP (Mitochondrial Membrane Potential disruption). (3) The compound is O=C1NCN(c2ccccc2)C12CCN(CCCOc1ccc(F)cc1)CC2. It tested positive (active) for: SR-ARE (Antioxidant Response Element (oxidative stress)), and SR-MMP (Mitochondrial Membrane Potential disruption).